This data is from HIV replication inhibition screening data with 41,000+ compounds from the AIDS Antiviral Screen. The task is: Binary Classification. Given a drug SMILES string, predict its activity (active/inactive) in a high-throughput screening assay against a specified biological target. (1) The molecule is COc1ccc2nc(O)cc(C)c2c1[N+](=O)[O-]. The result is 0 (inactive). (2) The drug is O=C(NN1C(=O)C(Cl)C1c1ccc([N+](=O)[O-])cc1)c1ccccc1O. The result is 0 (inactive). (3) The compound is N=C1NNC2(C(=N)N1)c1ccccc1-c1ccccc12. The result is 0 (inactive). (4) The compound is Oc1nnc(O)c2[nH]cnc12. The result is 0 (inactive).